This data is from Full USPTO retrosynthesis dataset with 1.9M reactions from patents (1976-2016). The task is: Predict the reactants needed to synthesize the given product. Given the product [CH2:22]([O:1][CH2:2][CH:3]([CH2:5][OH:6])[OH:4])[CH2:21][CH2:20][CH2:19][CH2:18][CH2:17][CH2:16][CH2:15][CH2:14][CH2:13][CH2:12][CH2:11][CH2:10][CH2:9][CH2:8][CH3:7].[CH3:2][CH2:3][O:24][CH2:7][CH3:8], predict the reactants needed to synthesize it. The reactants are: [OH:1][CH2:2][CH:3]([CH2:5][OH:6])[OH:4].[C:7]([OH:24])(=O)[CH2:8][CH2:9][CH2:10][CH2:11][CH2:12][CH2:13][CH2:14][CH2:15][CH2:16][CH2:17][CH2:18][CH2:19][CH2:20][CH2:21][CH3:22].